Dataset: Reaction yield outcomes from USPTO patents with 853,638 reactions. Task: Predict the reaction yield, written as a fraction of the theoretical maximum amount of product (1.0 means a 100% yield; for example, 0.34 means a 34% yield). (1) The reactants are [N-:1]=[N+:2]=[N-:3].[Na+].[Cl-].[NH4+].CN(C)C=O.[CH3:12][C:13]1[N:17]([CH2:18][C:19]2[C:28]3[C:23](=[CH:24][CH:25]=[CH:26][CH:27]=3)[CH:22]=[CH:21][CH:20]=2)[C:16]2[CH:29]=[C:30]([N:35]3[CH2:40][CH2:39][O:38][CH2:37][CH2:36]3)[CH:31]=[C:32]([C:33]#[N:34])[C:15]=2[N:14]=1. The catalyst is O. The product is [CH3:12][C:13]1[N:17]([CH2:18][C:19]2[C:28]3[C:23](=[CH:24][CH:25]=[CH:26][CH:27]=3)[CH:22]=[CH:21][CH:20]=2)[C:16]2[CH:29]=[C:30]([N:35]3[CH2:40][CH2:39][O:38][CH2:37][CH2:36]3)[CH:31]=[C:32]([C:33]3[NH:34][N:3]=[N:2][N:1]=3)[C:15]=2[N:14]=1. The yield is 0.130. (2) The reactants are C([O:3][C:4](=[O:19])[CH2:5][CH2:6][NH:7][C:8](=[O:18])[CH2:9][CH2:10][CH2:11][C:12]1[CH:17]=[CH:16][CH:15]=[CH:14][CH:13]=1)C.[OH-].[Na+]. The catalyst is CCO.O. The product is [C:12]1([CH2:11][CH2:10][CH2:9][C:8]([NH:7][CH2:6][CH2:5][C:4]([OH:19])=[O:3])=[O:18])[CH:13]=[CH:14][CH:15]=[CH:16][CH:17]=1. The yield is 0.900. (3) The yield is 0.340. The reactants are [NH2:1][C:2]1[C:3]([C:7]2[NH:25][C:10]3=[CH:11][C:12]4[C:13]([CH2:23][CH3:24])([CH2:21][CH3:22])[C:14](=[O:20])[N:15]([CH2:18][CH3:19])[C:16]=4[CH:17]=[C:9]3[N:8]=2)=[N:4][NH:5][CH:6]=1.[CH:26]1([C:29](Cl)=[O:30])[CH2:28][CH2:27]1. No catalyst specified. The product is [CH2:18]([N:15]1[C:16]2[CH:17]=[C:9]3[N:8]=[C:7]([C:3]4[C:2]([NH:1][C:29]([CH:26]5[CH2:28][CH2:27]5)=[O:30])=[CH:6][NH:5][N:4]=4)[NH:25][C:10]3=[CH:11][C:12]=2[C:13]([CH2:23][CH3:24])([CH2:21][CH3:22])[C:14]1=[O:20])[CH3:19]. (4) The reactants are C([O:3][C:4](=[O:21])[CH2:5][CH:6]([C:13]1[CH:18]=[C:17]([Cl:19])[CH:16]=[C:15]([Br:20])[CH:14]=1)[C:7]1[S:8][C:9]([CH3:12])=[CH:10][N:11]=1)C.[Li+].[OH-]. The catalyst is C1COCC1.CO.O. The product is [Br:20][C:15]1[CH:14]=[C:13]([CH:6]([C:7]2[S:8][C:9]([CH3:12])=[CH:10][N:11]=2)[CH2:5][C:4]([OH:21])=[O:3])[CH:18]=[C:17]([Cl:19])[CH:16]=1. The yield is 0.580. (5) The reactants are [CH:1]1[C:14]2[CH2:13][C:12]3[C:7](=[CH:8][CH:9]=[CH:10][CH:11]=3)[NH:6][C:5]=2[CH:4]=[CH:3][CH:2]=1.Br[C:16]1[CH:21]=[CH:20][C:19]([C:22]2[CH:27]=[CH:26][CH:25]=[CH:24][CH:23]=2)=[CH:18][CH:17]=1. The catalyst is C1(C)C=CC=CC=1.C1C=CC(/C=C/C(/C=C/C2C=CC=CC=2)=O)=CC=1.C1C=CC(/C=C/C(/C=C/C2C=CC=CC=2)=O)=CC=1.C1C=CC(/C=C/C(/C=C/C2C=CC=CC=2)=O)=CC=1.[Pd].[Pd].P(C(C)(C)C)(C(C)(C)C)C(C)(C)C. The product is [C:19]1([C:22]2[CH:23]=[CH:24][CH:25]=[CH:26][CH:27]=2)[CH:20]=[CH:21][C:16]([N:6]2[C:7]3[C:12](=[CH:11][CH:10]=[CH:9][CH:8]=3)[CH2:13][C:14]3[CH:1]=[CH:2][CH:3]=[CH:4][C:5]2=3)=[CH:17][CH:18]=1. The yield is 0.700. (6) The yield is 0.860. No catalyst specified. The reactants are [CH3:1][C:2]1([CH3:19])[C:6]([CH3:8])([CH3:7])[O:5][B:4]([C:9]2[CH:14]=[CH:13][C:12]([CH:15]([CH3:18])[C:16]#[N:17])=[CH:11][CH:10]=2)[O:3]1.B.[CH2:21]1COCC1.[C:26](O[C:26]([O:28][C:29]([CH3:32])([CH3:31])[CH3:30])=[O:27])([O:28][C:29]([CH3:32])([CH3:31])[CH3:30])=[O:27]. The product is [CH3:18][C:15]([C:12]1[CH:13]=[CH:14][C:9]([B:4]2[O:3][C:2]([CH3:19])([CH3:1])[C:6]([CH3:7])([CH3:8])[O:5]2)=[CH:10][CH:11]=1)([CH3:21])[CH2:16][NH:17][C:26](=[O:27])[O:28][C:29]([CH3:32])([CH3:31])[CH3:30]. (7) The catalyst is C(Cl)Cl.O. The reactants are Cl.[CH2:2]([O:9][C:10](=[O:13])[CH2:11][NH2:12])[C:3]1[CH:8]=[CH:7][CH:6]=[CH:5][CH:4]=1.C([O-])([O-])=O.[K+].[K+].[Cl:20][CH2:21][C:22](Cl)=[O:23]. The yield is 1.00. The product is [CH2:2]([O:9][C:10](=[O:13])[CH2:11][NH:12][C:22](=[O:23])[CH2:21][Cl:20])[C:3]1[CH:8]=[CH:7][CH:6]=[CH:5][CH:4]=1.